From a dataset of Catalyst prediction with 721,799 reactions and 888 catalyst types from USPTO. Predict which catalyst facilitates the given reaction. (1) Reactant: [C:1]1([C:7]2[NH:11][N:10]=[C:9]([C:12]([NH:14][CH2:15][C:16]([OH:18])=O)=[O:13])[CH:8]=2)[CH:6]=[CH:5][CH:4]=[CH:3][CH:2]=1.CCN(C(C)C)C(C)C.C1C=CC2N(O)N=NC=2C=1.CCN=C=NCCCN(C)C.Cl.FC(F)(F)C(O)=O.[Br:57][C:58]1[CH:70]=[CH:69][CH:68]=[CH:67][C:59]=1[O:60][CH:61]1[CH2:66][CH2:65][NH:64][CH2:63][CH2:62]1. Product: [Br:57][C:58]1[CH:70]=[CH:69][CH:68]=[CH:67][C:59]=1[O:60][CH:61]1[CH2:66][CH2:65][N:64]([C:16](=[O:18])[CH2:15][NH:14][C:12]([C:9]2[CH:8]=[C:7]([C:1]3[CH:2]=[CH:3][CH:4]=[CH:5][CH:6]=3)[NH:11][N:10]=2)=[O:13])[CH2:63][CH2:62]1. The catalyst class is: 18. (2) Product: [CH3:52][S:53]([N:43]1[CH2:44][CH2:45][N:40]([C:37]2[CH:38]=[CH:39][C:34]([C:11]3[NH:10][C:14]4=[N:15][CH:16]=[CH:17][C:18]([C:19]5[CH:20]=[CH:21][C:22]([O:27][CH:28]6[CH2:33][CH2:32][O:31][CH2:30][CH2:29]6)=[C:23]([CH:26]=5)[C:24]#[N:25])=[C:13]4[CH:12]=3)=[CH:35][CH:36]=2)[CH2:41][CH2:42]1)(=[O:55])=[O:54]. The catalyst class is: 4. Reactant: C1(S([N:10]2[C:14]3=[N:15][CH:16]=[CH:17][C:18]([C:19]4[CH:20]=[CH:21][C:22]([O:27][CH:28]5[CH2:33][CH2:32][O:31][CH2:30][CH2:29]5)=[C:23]([CH:26]=4)[C:24]#[N:25])=[C:13]3[CH:12]=[C:11]2[C:34]2[CH:39]=[CH:38][C:37]([N:40]3[CH2:45][CH2:44][NH:43][CH2:42][CH2:41]3)=[CH:36][CH:35]=2)(=O)=O)C=CC=CC=1.N1C=CC=CC=1.[CH3:52][S:53](Cl)(=[O:55])=[O:54].C([O-])([O-])=O.[Cs+].[Cs+]. (3) Reactant: [OH:1][C:2]1[CH:17]=[C:16]([OH:18])[C:5]([C:6](=[O:15])[CH:7]=[CH:8][CH:9]2[CH:14]=[CH:13][CH:12]=[CH:11][CH2:10]2)=[C:4]([O:19][CH2:20][C:21]([O:23][CH3:24])=[O:22])[CH:3]=1.C(=O)([O-])[O-].[K+].[K+].[CH2:31](Br)[C:32]1[CH:37]=[CH:36][CH:35]=[CH:34][CH:33]=1.O. Product: [CH2:31]([O:1][C:2]1[CH:17]=[C:16]([OH:18])[C:5]([C:6](=[O:15])[CH:7]=[CH:8][CH:9]2[CH:10]=[CH:11][CH:12]=[CH:13][CH2:14]2)=[C:4]([O:19][CH2:20][C:21]([O:23][CH3:24])=[O:22])[CH:3]=1)[C:32]1[CH:37]=[CH:36][CH:35]=[CH:34][CH:33]=1. The catalyst class is: 9. (4) Reactant: [OH:1][C:2]1[CH:10]=[CH:9][C:8]([C:11]2[N:12]([C:27]([O:29][C:30]([CH3:33])([CH3:32])[CH3:31])=[O:28])[C:13]3[C:18]([CH:19]=2)=[CH:17][C:16]([CH2:20][N:21]2[CH2:26][CH2:25][CH2:24][CH2:23][CH2:22]2)=[CH:15][CH:14]=3)=[C:7]2[C:3]=1[CH2:4][NH:5][C:6]2=[O:34].C(N(CC)CC)C.[Cl:42][C:43]1[CH:44]=[C:45]([S:50](Cl)(=[O:52])=[O:51])[CH:46]=[CH:47][C:48]=1[Cl:49]. Product: [Cl:42][C:43]1[CH:44]=[C:45]([S:50]([O:1][C:2]2[CH:10]=[CH:9][C:8]([C:11]3[N:12]([C:27]([O:29][C:30]([CH3:31])([CH3:33])[CH3:32])=[O:28])[C:13]4[C:18]([CH:19]=3)=[CH:17][C:16]([CH2:20][N:21]3[CH2:26][CH2:25][CH2:24][CH2:23][CH2:22]3)=[CH:15][CH:14]=4)=[C:7]3[C:3]=2[CH2:4][NH:5][C:6]3=[O:34])(=[O:51])=[O:52])[CH:46]=[CH:47][C:48]=1[Cl:49]. The catalyst class is: 10. (5) Reactant: [F:1][C:2]1[CH:7]=[C:6]([F:8])[CH:5]=[CH:4][C:3]=1[N:9]1[C:17](=[O:18])[C:16]2[C@@H:15]3[C:19]([CH3:21])([CH3:20])[C@@:12]([CH3:22])([CH2:13][CH2:14]3)[C:11]=2[NH:10]1.Cl[CH2:24][C:25]1[N:26]=[C:27]([CH3:30])[S:28][CH:29]=1.ClCCl. Product: [F:1][C:2]1[CH:7]=[C:6]([F:8])[CH:5]=[CH:4][C:3]=1[N:9]1[C:17](=[O:18])[C:16]2[C@@H:15]3[C:19]([CH3:21])([CH3:20])[C@@:12]([CH3:22])([CH2:13][CH2:14]3)[C:11]=2[N:10]1[CH2:24][C:25]1[N:26]=[C:27]([CH3:30])[S:28][CH:29]=1. The catalyst class is: 711. (6) Reactant: [C:1]([O:5][C:6]([N:8]1[C:17]2[C:12](=[CH:13][CH:14]=[C:15]([CH:18]=[CH:19][C:20]3[N:30]=[C:23]4[C:24]([CH3:29])=[N:25][CH:26]=[C:27]([CH3:28])[N:22]4[N:21]=3)[N:16]=2)[CH2:11][CH2:10][CH:9]1[CH3:31])=[O:7])([CH3:4])([CH3:3])[CH3:2].[OH-].[Na+]. Product: [C:1]([O:5][C:6]([N:8]1[C:17]2[C:12](=[CH:13][CH:14]=[C:15]([CH2:18][CH2:19][C:20]3[N:30]=[C:23]4[C:24]([CH3:29])=[N:25][CH:26]=[C:27]([CH3:28])[N:22]4[N:21]=3)[N:16]=2)[CH2:11][CH2:10][CH:9]1[CH3:31])=[O:7])([CH3:4])([CH3:3])[CH3:2]. The catalyst class is: 29. (7) Reactant: [CH3:1][O:2][C:3]1[CH:25]=[C:24]([O:26][CH3:27])[CH:23]=[C:22]([O:28][CH3:29])[C:4]=1[CH:5]=[CH:6][S:7]([NH:10][C:11]1[CH:16]=[CH:15][C:14]([O:17][CH3:18])=[C:13]([N+:19]([O-])=O)[CH:12]=1)(=[O:9])=[O:8].O.NN. Product: [CH3:1][O:2][C:3]1[CH:25]=[C:24]([O:26][CH3:27])[CH:23]=[C:22]([O:28][CH3:29])[C:4]=1[CH:5]=[CH:6][S:7]([NH:10][C:11]1[CH:16]=[CH:15][C:14]([O:17][CH3:18])=[C:13]([NH2:19])[CH:12]=1)(=[O:9])=[O:8]. The catalyst class is: 29.